Dataset: Full USPTO retrosynthesis dataset with 1.9M reactions from patents (1976-2016). Task: Predict the reactants needed to synthesize the given product. (1) Given the product [NH2:1][C:2]1[CH:7]=[CH:6][CH:5]=[CH:4][C:3]=1[NH:8][C:9](=[O:17])[C:10]1[CH:15]=[CH:14][C:13]([C:39]([CH2:40][N:28]2[CH2:29][CH2:30][N:25]([C:20]3[CH:21]=[CH:22][CH:23]=[CH:24][C:19]=3[F:18])[CH2:26][CH2:27]2)=[CH2:38])=[CH:12][CH:11]=1, predict the reactants needed to synthesize it. The reactants are: [NH2:1][C:2]1[CH:7]=[CH:6][CH:5]=[CH:4][C:3]=1[NH:8][C:9](=[O:17])[C:10]1[CH:15]=[CH:14][C:13](I)=[CH:12][CH:11]=1.[F:18][C:19]1[CH:24]=[CH:23][CH:22]=[CH:21][C:20]=1[N:25]1[CH2:30][CH2:29][NH:28][CH2:27][CH2:26]1.C(=O)([O-])[O-].[K+].[K+].O1C=[CH:40][CH:39]=[C:38]1P(C1OC=CC=1)C1OC=CC=1.C=C=C. (2) The reactants are: Br[C:2]1[C:11]([CH3:12])=[CH:10][C:5]2[C:6]([CH3:9])=[N:7][O:8][C:4]=2[CH:3]=1.[NH2:13][C:14]1[CH:19]=[CH:18][C:17](B2OC(C)(C)C(C)(C)O2)=[CH:16][N:15]=1.[O-]P([O-])([O-])=O.[K+].[K+].[K+].CC(=O)OCC. Given the product [CH3:9][C:6]1[C:5]2[CH:10]=[C:11]([CH3:12])[C:2]([C:17]3[CH:18]=[CH:19][C:14]([NH2:13])=[N:15][CH:16]=3)=[CH:3][C:4]=2[O:8][N:7]=1, predict the reactants needed to synthesize it. (3) Given the product [F:6][C:7]1[CH:12]=[CH:11][C:10]([C:13]2([CH2:14][CH2:15][CH2:16][C:17]([N:19]3[C@@H:23]([C:24]4[CH:25]=[CH:26][CH:27]=[CH:28][CH:29]=4)[CH2:22][O:21][C:20]3=[O:30])=[O:18])[O:34][CH2:33][CH2:32][O:31]2)=[CH:9][CH:8]=1, predict the reactants needed to synthesize it. The reactants are: Cl[Si](C)(C)C.[F:6][C:7]1[CH:12]=[CH:11][C:10]([C:13](=[O:31])[CH2:14][CH2:15][CH2:16][C:17]([N:19]2[C@@H:23]([C:24]3[CH:29]=[CH:28][CH:27]=[CH:26][CH:25]=3)[CH2:22][O:21][C:20]2=[O:30])=[O:18])=[CH:9][CH:8]=1.[CH2:32](O)[CH2:33][OH:34].C(=O)([O-])O.[Na+]. (4) Given the product [CH3:1][C@H:2]1[N:6]2[C:7]3[C:16]4[C:11](=[CH:12][CH:13]=[CH:14][CH:15]=4)[N:10]=[C:9]([NH2:20])[C:8]=3[N:17]=[C:5]2[NH:4][CH2:3]1, predict the reactants needed to synthesize it. The reactants are: [CH3:1][C@H:2]1[N:6]2[C:7]3[C:16]4[C:11](=[CH:12][CH:13]=[CH:14][CH:15]=4)[N:10]=[CH:9][C:8]=3[N:17]=[C:5]2[NH:4][CH2:3]1.Cl.Cl.[NH2:20]C[C@H](N)C.Cl.Cl.NC[C@@H](N)C. (5) Given the product [OH:14][C:15]1[CH:32]=[CH:31][C:18]2[CH:19]=[C:20]([C:23]3[CH:28]=[CH:27][C:26]([O:29][CH3:30])=[CH:25][CH:24]=3)[CH2:21][O:22][C:17]=2[CH:16]=1, predict the reactants needed to synthesize it. The reactants are: C1CCCCC=1.C([O:14][C:15]1[CH:32]=[CH:31][C:18]2[CH:19]=[C:20]([C:23]3[CH:28]=[CH:27][C:26]([O:29][CH3:30])=[CH:25][CH:24]=3)[CH2:21][O:22][C:17]=2[CH:16]=1)C1C=CC=CC=1. (6) Given the product [CH3:14][N:15]([CH2:17][CH:18]([C:27]1([OH:33])[CH2:32][CH2:31][CH2:30][CH2:29][CH2:28]1)[C:19]1[CH:20]=[CH:21][C:22]([OH:25])=[CH:23][CH:24]=1)[CH3:16], predict the reactants needed to synthesize it. The reactants are: S1C=CCS1.S1C=CC(C([O-])=O)S1.[CH3:14][N:15]([CH2:17][CH:18]([C:27]1([OH:33])[CH2:32][CH2:31][CH2:30][CH2:29][CH2:28]1)[C:19]1[CH:20]=[CH:21][C:22]([O:25]C)=[CH:23][CH:24]=1)[CH3:16].